From a dataset of Peptide-MHC class II binding affinity with 134,281 pairs from IEDB. Regression. Given a peptide amino acid sequence and an MHC pseudo amino acid sequence, predict their binding affinity value. This is MHC class II binding data. (1) The peptide sequence is YTVFETALKKAITAM. The MHC is DRB1_0404 with pseudo-sequence DRB1_0404. The binding affinity (normalized) is 0.442. (2) The peptide sequence is ATTEEQKLIEDINAS. The MHC is DRB1_1001 with pseudo-sequence DRB1_1001. The binding affinity (normalized) is 0.184.